Dataset: Full USPTO retrosynthesis dataset with 1.9M reactions from patents (1976-2016). Task: Predict the reactants needed to synthesize the given product. (1) Given the product [CH2:15]([S:17][C:18]1[CH:23]=[C:22]([C:24]([F:26])([F:25])[F:27])[CH:21]=[CH:20][C:19]=1[C:2]1[N:3]=[C:4]2[CH:9]=[CH:8][C:7]([C:10]([F:13])([F:12])[F:11])=[CH:6][N:5]2[CH:14]=1)[CH3:16], predict the reactants needed to synthesize it. The reactants are: Br[C:2]1[N:3]=[C:4]2[CH:9]=[CH:8][C:7]([C:10]([F:13])([F:12])[F:11])=[CH:6][N:5]2[CH:14]=1.[CH2:15]([S:17][C:18]1[CH:23]=[C:22]([C:24]([F:27])([F:26])[F:25])[CH:21]=[CH:20][C:19]=1B1OC(C)(C)C(C)(C)O1)[CH3:16].C1(P(C2CCCCC2)C2CCCCC2)CCCCC1.P([O-])([O-])([O-])=O.[K+].[K+].[K+]. (2) Given the product [Cl:18][C:5]1[C:6]([N:8]2[CH2:13][CH2:12][CH:11]([C:14]([O:16][CH3:17])=[O:15])[CH2:10][CH2:9]2)=[N:7][C:2]([NH:1][CH3:30])=[C:3]([C:19]2[O:20][C:21]([CH2:24][CH3:25])=[CH:22][N:23]=2)[CH:4]=1, predict the reactants needed to synthesize it. The reactants are: [NH2:1][C:2]1[N:7]=[C:6]([N:8]2[CH2:13][CH2:12][CH:11]([C:14]([O:16][CH3:17])=[O:15])[CH2:10][CH2:9]2)[C:5]([Cl:18])=[CH:4][C:3]=1[C:19]1[O:20][C:21]([CH2:24][CH3:25])=[CH:22][N:23]=1.[H-].[Na+].CI.[CH3:30]COC(C)=O. (3) Given the product [Cl:1][CH:2]([C:14]1[CH:19]=[CH:18][CH:17]=[CH:16][CH:15]=1)[C:3]([C:5]1[C:13]2[C:8](=[CH:9][CH:10]=[CH:11][CH:12]=2)[N:7]([S:28]([C:26]2[N:25]=[CH:24][N:23]([CH3:22])[CH:27]=2)(=[O:30])=[O:29])[CH:6]=1)=[O:4], predict the reactants needed to synthesize it. The reactants are: [Cl:1][CH:2]([C:14]1[CH:19]=[CH:18][CH:17]=[CH:16][CH:15]=1)[C:3]([C:5]1[C:13]2[C:8](=[CH:9][CH:10]=[CH:11][CH:12]=2)[NH:7][CH:6]=1)=[O:4].[H-].[Na+].[CH3:22][N:23]1[CH:27]=[C:26]([S:28](Cl)(=[O:30])=[O:29])[N:25]=[CH:24]1.O. (4) Given the product [CH:1]([N:4]1[C:8]([C:9]2[S:10][C:11]3[CH2:12][CH2:13][O:14][C:15]4[CH:22]=[C:21]([CH:23]5[CH2:24][N:25]([CH2:32][C:34]([F:37])([F:36])[F:35])[CH2:26]5)[CH:20]=[CH:19][C:16]=4[C:17]=3[N:18]=2)=[N:7][CH:6]=[N:5]1)([CH3:3])[CH3:2], predict the reactants needed to synthesize it. The reactants are: [CH:1]([N:4]1[C:8]([C:9]2[S:10][C:11]3[CH2:12][CH2:13][O:14][C:15]4[CH:22]=[C:21]([CH:23]5[CH2:26][N:25](CC(N)=O)[CH2:24]5)[CH:20]=[CH:19][C:16]=4[C:17]=3[N:18]=2)=[N:7][CH:6]=[N:5]1)([CH3:3])[CH3:2].O[C:32]([C:34]([F:37])([F:36])[F:35])=O.N1CC(C2C=CC3C4N=C(C5N(C(C)C)N=CN=5)SC=4CCOC=3C=2)C1.O(CC(F)(F)F)S(C(F)(F)F)(=O)=O. (5) Given the product [N:10]1([C:6]2[CH:5]=[C:4]([CH:9]=[CH:8][CH:7]=2)[C:3]([OH:16])=[O:2])[CH2:15][CH2:14][CH2:13][CH2:12][CH2:11]1, predict the reactants needed to synthesize it. The reactants are: C[O:2][C:3](=[O:16])[C:4]1[CH:9]=[CH:8][CH:7]=[C:6]([N:10]2[CH2:15][CH2:14][CH2:13][CH2:12][CH2:11]2)[CH:5]=1.COC(=O)C1C=CC(N2CCCC2)=CC=1. (6) Given the product [Cl:1][C:2]1[N:3]=[N:4][C:5]([C:8]2[C:13]([CH3:14])=[CH:12][CH:11]=[CH:10][C:9]=2[CH3:15])=[CH:6][C:7]=1[CH:16]1[CH2:19][CH2:18][CH2:17]1, predict the reactants needed to synthesize it. The reactants are: [Cl:1][C:2]1[N:3]=[N:4][C:5]([C:8]2[C:13]([CH3:14])=[CH:12][CH:11]=[CH:10][C:9]=2[CH3:15])=[CH:6][CH:7]=1.[CH:16]1(C(O)=O)[CH2:19][CH2:18][CH2:17]1.OS(O)(=O)=O.S(OOS([O-])(=O)=O)([O-])(=O)=O.[NH4+].[NH4+].[OH-].[NH4+]. (7) The reactants are: [Br:1][C:2]1[CH:3]=[CH:4][C:5]2[CH:11]3[CH2:12][CH:9]([CH2:10]3)[N:8]3[CH:13]=[C:14]([C:16]([O:18][CH3:19])=[O:17])[N:15]=[C:7]3[C:6]=2[CH:20]=1.[CH3:21][N:22]1[C:26]([CH:27]=[O:28])=[CH:25][CH:24]=[N:23]1. Given the product [Br:1][C:2]1[CH:3]=[CH:4][C:5]2[CH:11]3[CH2:12][CH:9]([CH2:10]3)[N:8]3[C:13]([CH:27]([OH:28])[C:26]4[N:22]([CH3:21])[N:23]=[CH:24][CH:25]=4)=[C:14]([C:16]([O:18][CH3:19])=[O:17])[N:15]=[C:7]3[C:6]=2[CH:20]=1, predict the reactants needed to synthesize it.